Predict the reactants needed to synthesize the given product. From a dataset of Full USPTO retrosynthesis dataset with 1.9M reactions from patents (1976-2016). (1) Given the product [OH:8][CH2:9][C:10]1[S:14][C:13]([CH:15]([C:25]([NH:27][C:28]2[CH:29]=[C:30]3[C:35](=[CH:36][CH:37]=2)[CH:34]=[N:33][CH:32]=[CH:31]3)=[O:26])[CH2:16][NH:17][C:18](=[O:24])[O:19][C:20]([CH3:23])([CH3:21])[CH3:22])=[CH:12][CH:11]=1, predict the reactants needed to synthesize it. The reactants are: [Si]([O:8][CH2:9][C:10]1[S:14][C:13]([CH:15]([C:25]([NH:27][C:28]2[CH:29]=[C:30]3[C:35](=[CH:36][CH:37]=2)[CH:34]=[N:33][CH:32]=[CH:31]3)=[O:26])[CH2:16][NH:17][C:18](=[O:24])[O:19][C:20]([CH3:23])([CH3:22])[CH3:21])=[CH:12][CH:11]=1)(C(C)(C)C)(C)C.CCCC[N+](CCCC)(CCCC)CCCC.[F-].CCOC(C)=O. (2) Given the product [C:7]1([S:13]([N:16]2[C:20]3=[N:21][CH:22]=[C:23]([O:25][CH2:44][CH2:45][O:46][Si:47]([C:60]([CH3:61])([CH3:63])[CH3:62])([C:54]4[CH:59]=[CH:58][CH:57]=[CH:56][CH:55]=4)[C:48]4[CH:53]=[CH:52][CH:51]=[CH:50][CH:49]=4)[CH:24]=[C:19]3[CH:18]=[C:17]2[C:26]([C:33]2[CH:34]=[CH:35][C:36]([S:39]([CH3:42])(=[O:40])=[O:41])=[CH:37][CH:38]=2)=[CH:27][CH:28]2[CH2:32][CH2:31][CH2:30][CH2:29]2)(=[O:14])=[O:15])[CH:12]=[CH:11][CH:10]=[CH:9][CH:8]=1, predict the reactants needed to synthesize it. The reactants are: C(=O)([O-])[O-].[K+].[K+].[C:7]1([S:13]([N:16]2[C:20]3=[N:21][CH:22]=[C:23]([OH:25])[CH:24]=[C:19]3[CH:18]=[C:17]2[C:26]([C:33]2[CH:38]=[CH:37][C:36]([S:39]([CH3:42])(=[O:41])=[O:40])=[CH:35][CH:34]=2)=[CH:27][CH:28]2[CH2:32][CH2:31][CH2:30][CH2:29]2)(=[O:15])=[O:14])[CH:12]=[CH:11][CH:10]=[CH:9][CH:8]=1.Br[CH2:44][CH2:45][O:46][Si:47]([C:60]([CH3:63])([CH3:62])[CH3:61])([C:54]1[CH:59]=[CH:58][CH:57]=[CH:56][CH:55]=1)[C:48]1[CH:53]=[CH:52][CH:51]=[CH:50][CH:49]=1. (3) The reactants are: [Cl:1][C:2]1[CH:7]=[C:6]([NH:8][C:9]2[CH:14]=[CH:13][C:12]([F:15])=[CH:11][C:10]=2F)[CH:5]=[CH:4][C:3]=1[C:17]([C:19]1[CH:24]=[C:23]([C:25]2[N:26]=[N:27][N:28]([CH2:30][CH2:31][O:32][CH:33]3[CH2:38][CH2:37][CH2:36][CH2:35][O:34]3)[CH:29]=2)[CH:22]=[CH:21][C:20]=1[CH3:39])=[O:18].ClC1C=C(NC2C=CC(F)=CC=2)C=CC=1C(C1C=C(C#C)C=CC=1C)=O.N(CCOC1CCCCO1)=[N+]=[N-]. Given the product [Cl:1][C:2]1[CH:7]=[C:6]([NH:8][C:9]2[CH:10]=[CH:11][C:12]([F:15])=[CH:13][CH:14]=2)[CH:5]=[CH:4][C:3]=1[C:17]([C:19]1[CH:24]=[C:23]([C:25]2[N:26]=[N:27][N:28]([CH2:30][CH2:31][O:32][CH:33]3[CH2:38][CH2:37][CH2:36][CH2:35][O:34]3)[CH:29]=2)[CH:22]=[CH:21][C:20]=1[CH3:39])=[O:18], predict the reactants needed to synthesize it. (4) Given the product [CH3:36][N:8]([C:7]1[C:2]([CH3:1])=[N:3][CH:4]=[CH:5][CH:6]=1)[C:9]([C:11]1[CH:12]=[CH:13][C:14]2[C@:20]3([CH2:28][C:29]4[CH:30]=[CH:31][CH:32]=[CH:33][CH:34]=4)[CH2:21][CH2:22][C@@:23]([CH2:26][CH3:27])([OH:25])[CH2:24][C@@H:19]3[CH2:18][CH2:17][CH2:16][C:15]=2[CH:35]=1)=[O:10], predict the reactants needed to synthesize it. The reactants are: [CH3:1][C:2]1[C:7]([NH:8][C:9]([C:11]2[CH:12]=[CH:13][C:14]3[C@:20]4([CH2:28][C:29]5[CH:34]=[CH:33][CH:32]=[CH:31][CH:30]=5)[CH2:21][CH2:22][C@@:23]([CH2:26][CH3:27])([OH:25])[CH2:24][C@@H:19]4[CH2:18][CH2:17][CH2:16][C:15]=3[CH:35]=2)=[O:10])=[CH:6][CH:5]=[CH:4][N:3]=1.[CH3:36]OC(C1C=CC2[C@]3(CC4C=CC=CC=4)CC[C@@](CC)(O)C[C@@H]3CCCC=2C=1)=O.CC1C(N)=CC=CN=1.[H-].[Na+].IC.[NH4+].[Cl-]. (5) Given the product [NH2:18][C:17]1[N:2]([C:4]2[CH:9]=[CH:8][N:7]=[CH:6][CH:5]=2)[N:3]=[CH:13][C:14]=1[C:15]#[N:16], predict the reactants needed to synthesize it. The reactants are: Cl.[NH:2]([C:4]1[CH:9]=[CH:8][N:7]=[CH:6][CH:5]=1)[NH2:3].C(O[CH:13]=[C:14]([C:17]#[N:18])[C:15]#[N:16])C.C(N(CC)CC)C. (6) Given the product [CH3:22][C:2]([CH3:1])([CH3:23])/[CH:3]=[CH:4]/[C:5]1[CH:6]=[C:7]([C:19]([NH:36][S:33]([C:29]2[CH:30]=[CH:31][CH:32]=[C:27]([N+:24]([O-:26])=[O:25])[CH:28]=2)(=[O:34])=[O:35])=[O:21])[N:8]([CH2:10][C:11]2[C:12]([CH3:18])=[CH:13][C:14]([CH3:37])=[CH:15][C:16]=2[CH3:17])[N:9]=1, predict the reactants needed to synthesize it. The reactants are: [CH3:1][C:2]([CH3:23])([CH3:22])/[CH:3]=[CH:4]/[C:5]1[CH:6]=[C:7]([C:19]([OH:21])=O)[N:8]([CH2:10][C:11]2[C:16]([CH3:17])=[CH:15][CH:14]=[CH:13][C:12]=2[CH3:18])[N:9]=1.[N+:24]([C:27]1[CH:28]=[C:29]([S:33]([NH2:36])(=[O:35])=[O:34])[CH:30]=[CH:31][CH:32]=1)([O-:26])=[O:25].[CH3:37]N(C(ON1N=NC2C=CC=NC1=2)=[N+](C)C)C.F[P-](F)(F)(F)(F)F.C(N(C(C)C)C(C)C)C.